This data is from PAMPA (Parallel Artificial Membrane Permeability Assay) permeability data from NCATS. The task is: Regression/Classification. Given a drug SMILES string, predict its absorption, distribution, metabolism, or excretion properties. Task type varies by dataset: regression for continuous measurements (e.g., permeability, clearance, half-life) or binary classification for categorical outcomes (e.g., BBB penetration, CYP inhibition). Dataset: pampa_ncats. (1) The molecule is CCOC1=C(C=C(C=C1)CCNC(=O)C2=CC=CC(=C2)C(=O)C3=CC=CC=C3)OCC. The result is 1 (high permeability). (2) The molecule is CCOC(=O)C1CCN(CC1)C(=O)NC2=CC3=C(C=C2)N(C(=N3)C)C. The result is 1 (high permeability). (3) The molecule is COC1=CC=CC=C1OCCNCC(COC2=CC=CC3=C2C4=CC=CC=C4N3)O.C(C(C(=O)O)O)(C(=O)O)O. The result is 1 (high permeability). (4) The molecule is COC1=C(C=C(C=C1)C(=O)NC2=CC3=C(C=C2)SC4=CC=CC=C4C(=O)N3C5CCCC5)OC. The result is 1 (high permeability).